Dataset: Full USPTO retrosynthesis dataset with 1.9M reactions from patents (1976-2016). Task: Predict the reactants needed to synthesize the given product. (1) Given the product [OH:15][CH:13]([C:3]1[O:4][C:5](=[O:12])[C:6]2[C:11]([C:2]=1[C:16]1[CH:21]=[CH:20][CH:19]=[CH:18][CH:17]=1)=[CH:10][CH:9]=[CH:8][CH:7]=2)[CH3:14], predict the reactants needed to synthesize it. The reactants are: Br[C:2]1[C:11]2[C:6](=[CH:7][CH:8]=[CH:9][CH:10]=2)[C:5](=[O:12])[O:4][C:3]=1[CH:13]([OH:15])[CH3:14].[C:16]1(B(O)O)[CH:21]=[CH:20][CH:19]=[CH:18][CH:17]=1.C([O-])([O-])=O.[Cs+].[Cs+]. (2) Given the product [Cl:21][C:22]1[C:31]2[N:26]([C:27](=[O:49])[N:28]([C:33]3[C:34]([CH3:48])=[C:35]([C:2]4[C:14]5[C:13]6[C:8](=[CH:9][C:10]([CH2:15][O:16][CH3:17])=[CH:11][CH:12]=6)[NH:7][C:6]=5[C:5]([C:18]([NH2:20])=[O:19])=[CH:4][CH:3]=4)[CH:36]=[CH:37][CH:38]=3)[C:29](=[O:32])[CH:30]=2)[CH:25]=[CH:24][CH:23]=1, predict the reactants needed to synthesize it. The reactants are: Br[C:2]1[C:14]2[C:13]3[C:8](=[CH:9][C:10]([CH2:15][O:16][CH3:17])=[CH:11][CH:12]=3)[NH:7][C:6]=2[C:5]([C:18]([NH2:20])=[O:19])=[CH:4][CH:3]=1.[Cl:21][C:22]1[C:31]2[N:26]([C:27](=[O:49])[N:28]([C:33]3[CH:38]=[CH:37][CH:36]=[C:35](B4OC(C)(C)C(C)(C)O4)[C:34]=3[CH3:48])[C:29](=[O:32])[CH:30]=2)[CH:25]=[CH:24][CH:23]=1.C([O-])([O-])=O.[Cs+].[Cs+].